This data is from Acute oral toxicity (LD50) regression data from Zhu et al.. The task is: Regression/Classification. Given a drug SMILES string, predict its toxicity properties. Task type varies by dataset: regression for continuous values (e.g., LD50, hERG inhibition percentage) or binary classification for toxic/non-toxic outcomes (e.g., AMES mutagenicity, cardiotoxicity, hepatotoxicity). Dataset: ld50_zhu. (1) The drug is CC(C)C(Nc1ccc(C(F)(F)F)cc1Cl)C(=O)OC(C#N)c1cccc(Oc2ccccc2)c1. The rat oral LD50 is 3.29, given as -log10 of the dose in mol/kg body weight (higher means more acutely toxic). (2) The compound is CCN(N=O)C(=O)NC(N)=O. The rat oral LD50 is 2.18, given as -log10 of the dose in mol/kg body weight (higher means more acutely toxic). (3) The molecule is CC(=O)OCC12CCC(C)=CC1OC1C(O)C(OC(C)=O)C2(C)C12CO2. The rat oral LD50 is 4.72, given as -log10 of the dose in mol/kg body weight (higher means more acutely toxic). (4) The molecule is CN1C(=O)c2ccc([N+](=O)[O-])cc2C1=O. The rat oral LD50 is 1.87, given as -log10 of the dose in mol/kg body weight (higher means more acutely toxic). (5) The rat oral LD50 is 2.23, given as -log10 of the dose in mol/kg body weight (higher means more acutely toxic). The molecule is COc1ccc(S(=O)(=O)NC(=O)NC2CCCCC2)cc1OC. (6) The drug is CC(C=O)Cc1ccc(C(C)(C)C)cc1. The rat oral LD50 is 1.74, given as -log10 of the dose in mol/kg body weight (higher means more acutely toxic). (7) The molecule is CCCCC(CC)COP(OCC(CC)CCCC)OCC(CC)CCCC. The rat oral LD50 is 1.59, given as -log10 of the dose in mol/kg body weight (higher means more acutely toxic). (8) The drug is CCOC(=O)c1ccc([N+]([O-])=Cc2ccc(N(CC)CC)cc2)cc1. The rat oral LD50 is 2.83, given as -log10 of the dose in mol/kg body weight (higher means more acutely toxic).